Dataset: Reaction yield outcomes from USPTO patents with 853,638 reactions. Task: Predict the reaction yield, written as a fraction of the theoretical maximum amount of product (1.0 means a 100% yield; for example, 0.34 means a 34% yield). The reactants are N[C:2]1[CH:3]=[C:4]([C:8]([OH:17])([C:13]([F:16])([F:15])[F:14])[C:9]([F:12])([F:11])[F:10])[CH:5]=[CH:6][CH:7]=1.N([O-])=O.[Na+].[BrH:22]. The catalyst is O. The product is [Br:22][C:2]1[CH:3]=[C:4]([C:8]([OH:17])([C:13]([F:16])([F:15])[F:14])[C:9]([F:12])([F:11])[F:10])[CH:5]=[CH:6][CH:7]=1. The yield is 0.790.